Dataset: Reaction yield outcomes from USPTO patents with 853,638 reactions. Task: Predict the reaction yield, written as a fraction of the theoretical maximum amount of product (1.0 means a 100% yield; for example, 0.34 means a 34% yield). (1) The catalyst is C(#N)C.C(O)(=O)C. The yield is 0.330. The product is [CH2:15]1[C@@H:16]([NH2:17])[C@@H:14]1[C:5]1[CH:4]=[CH:3][CH:2]=[CH:7][CH:6]=1. The reactants are O=[C:2]1[CH2:7][CH2:6][C:5]([CH2:14][CH2:15][C:16]#[N:17])(C2C=NC=CN=2)[CH2:4][CH2:3]1.C1(N)CC1.[BH-](OC(C)=O)(OC(C)=O)OC(C)=O.[Na+].C([O-])(O)=O.[Na+]. (2) The reactants are [F:1][CH:2]([F:23])[O:3][C:4]1[CH:9]=[CH:8][C:7]([C:10]2[CH:18]=[CH:17][CH:16]=[C:15]3[C:11]=2[CH2:12][CH2:13][C:14]3=[O:19])=[C:6]([OH:20])[C:5]=1[O:21][CH3:22].[C:24](=[O:27])([O-])[O-].[K+].[K+].Br[CH2:31][C:32]1([CH3:36])[CH2:35]O[CH2:33]1. The catalyst is C(#N)C. The product is [F:1][CH:2]([F:23])[O:3][C:4]1[CH:9]=[CH:8][C:7]([C:10]2[CH:18]=[CH:17][CH:16]=[C:15]3[C:11]=2[CH2:12][CH2:13][C:14]3=[O:19])=[C:6]([O:20][CH2:31][C:32]([CH3:36])([CH3:35])[CH2:33][O:27][CH3:24])[C:5]=1[O:21][CH3:22]. The yield is 0.260. (3) The reactants are [H-].[Na+:2].[C:3]([O:9][CH2:10][CH3:11])(=[O:8])[CH2:4][C:5]([CH3:7])=O.Cl[CH2:13][C:14](=[O:20])[CH2:15][C:16]([O:18][CH3:19])=[O:17]. The catalyst is C1COCC1. The product is [CH2:10]([O:9][C:3]([C:4]1[CH2:13][C:14]([O-:20])=[C:15]([C:16]([O:18][CH3:19])=[O:17])[C:5]=1[CH3:7])=[O:8])[CH3:11].[Na+:2]. The yield is 0.980. (4) The reactants are [NH2:1][NH2:2].[O:3]1[CH2:8][CH2:7][N:6]([S:9]([C:12]2[CH:21]=[CH:20][CH:19]=[CH:18][C:13]=2[C:14](OC)=[O:15])(=[O:11])=[O:10])[CH2:5][CH2:4]1. The catalyst is CO. The product is [O:3]1[CH2:8][CH2:7][N:6]([S:9]([C:12]2[CH:21]=[CH:20][CH:19]=[CH:18][C:13]=2[C:14]([NH:1][NH2:2])=[O:15])(=[O:11])=[O:10])[CH2:5][CH2:4]1. The yield is 0.368. (5) The reactants are C(OC(=O)C)(=O)C.[I:8]I.OS(O)(=O)=O.[Cl:15][C:16]1[CH:21]=[CH:20][CH:19]=[CH:18][C:17]=1[N+:22]([O-:24])=[O:23].[O-]S([O-])=O.[Na+].[Na+]. The catalyst is C(O)(=O)C. The product is [Cl:15][C:16]1[CH:21]=[CH:20][C:19]([I:8])=[CH:18][C:17]=1[N+:22]([O-:24])=[O:23]. The yield is 0.620. (6) The reactants are [Cl:1][C:2]1[CH:7]=[C:6]([C:8](O)([CH2:11][CH3:12])[CH2:9][CH3:10])[CH:5]=[CH:4][N:3]=1.CC1C=CC(S(O)(=O)=O)=CC=1. The catalyst is C1(C)C=CC=CC=1. The product is [Cl:1][C:2]1[CH:7]=[C:6]([C:8]([CH2:11][CH3:12])=[CH:9][CH3:10])[CH:5]=[CH:4][N:3]=1. The yield is 0.290. (7) The reactants are [Br:1][C:2]1[CH:3]=[C:4]([NH2:8])[CH:5]=[N:6][CH:7]=1.[F:9][C:10]([F:21])([F:20])[C:11](O[C:11](=[O:12])[C:10]([F:21])([F:20])[F:9])=[O:12].C([O-])(O)=O.[Na+]. The catalyst is C1COCC1. The product is [Br:1][C:2]1[CH:3]=[C:4]([NH:8][C:11](=[O:12])[C:10]([F:21])([F:20])[F:9])[CH:5]=[N:6][CH:7]=1. The yield is 0.960.